From a dataset of Catalyst prediction with 721,799 reactions and 888 catalyst types from USPTO. Predict which catalyst facilitates the given reaction. Reactant: [C:1]1([CH:6]=[O:7])([CH:4]=[O:5])[CH2:3][CH2:2]1.O.[C:9]1(C)C=CC(S(O)(=O)=O)=C[CH:10]=1.C([O-])([O-])[O:21][CH2:22][CH3:23].O. Product: [CH2:9]([O:5][CH:4]([C:1]1([CH:6]=[O:7])[CH2:3][CH2:2]1)[O:21][CH2:22][CH3:23])[CH3:10]. The catalyst class is: 11.